The task is: Binary Classification. Given a T-cell receptor sequence (or CDR3 region) and an epitope sequence, predict whether binding occurs between them.. This data is from TCR-epitope binding with 47,182 pairs between 192 epitopes and 23,139 TCRs. (1) The TCR CDR3 sequence is CASSGRHVDTKDTQYF. Result: 0 (the TCR does not bind to the epitope). The epitope is FLLNKEMYL. (2) The epitope is ITEEVGHTDLMAAY. The TCR CDR3 sequence is CASSLKGQVGEQYF. Result: 0 (the TCR does not bind to the epitope). (3) The epitope is ELAGIGILTV. The TCR CDR3 sequence is CATSRFKGTGDETQYF. Result: 1 (the TCR binds to the epitope). (4) The epitope is LLMPILTLT. The TCR CDR3 sequence is CASSQDPRTGSYEQYF. Result: 1 (the TCR binds to the epitope).